This data is from Catalyst prediction with 721,799 reactions and 888 catalyst types from USPTO. The task is: Predict which catalyst facilitates the given reaction. Reactant: [OH-].[Li+].[F:3][C:4]1[CH:9]=[CH:8][C:7]([NH:10][C:11]2[N:20]=[CH:19][CH:18]=[CH:17][C:12]=2[C:13]([O:15]C)=[O:14])=[CH:6][C:5]=1[O:21][CH3:22]. Product: [F:3][C:4]1[CH:9]=[CH:8][C:7]([NH:10][C:11]2[N:20]=[CH:19][CH:18]=[CH:17][C:12]=2[C:13]([OH:15])=[O:14])=[CH:6][C:5]=1[O:21][CH3:22]. The catalyst class is: 20.